Dataset: Catalyst prediction with 721,799 reactions and 888 catalyst types from USPTO. Task: Predict which catalyst facilitates the given reaction. (1) Reactant: [OH2:1].O.O.O.[Al:5]. Product: [O-2:1].[O-2:1].[O-2:1].[O-2:1].[O-2:1].[O-2:1].[O-2:1].[O-2:1].[Al+3:5].[OH2:1].[OH2:1].[OH2:1].[OH2:1].[Al:5]. The catalyst class is: 6. (2) Reactant: Cl[C:2]1[C:7]([CH:8]([CH2:13][CH2:14][CH3:15])[C:9]([O:11][CH3:12])=[O:10])=[C:6]([CH3:16])[N:5]=[C:4]([C:17]2[CH:22]=[CH:21][CH:20]=[CH:19][CH:18]=2)[N:3]=1.C(N(CC)C(C)C)(C)C.[CH3:32][N:33]1[C:41]2[C:36](=[CH:37][CH:38]=[C:39](B3OC(C)(C)C(C)(C)O3)[CH:40]=2)[CH:35]=[CH:34]1. Product: [CH3:16][C:6]1[C:7]([CH:8]([CH2:13][CH2:14][CH3:15])[C:9]([O:11][CH3:12])=[O:10])=[C:2]([C:39]2[CH:40]=[C:41]3[C:36]([CH:35]=[CH:34][N:33]3[CH3:32])=[CH:37][CH:38]=2)[N:3]=[C:4]([C:17]2[CH:22]=[CH:21][CH:20]=[CH:19][CH:18]=2)[N:5]=1. The catalyst class is: 108.